This data is from Forward reaction prediction with 1.9M reactions from USPTO patents (1976-2016). The task is: Predict the product of the given reaction. (1) Given the reactants [CH3:1][O:2][C:3]1[CH:4]=[C:5]([C:9]2(C(O)=O)[CH2:14][CH2:13][N:12]([C:15]3[N:20]=[CH:19][CH:18]=[CH:17][N:16]=3)[CH2:11][CH2:10]2)[CH:6]=[CH:7][CH:8]=1.C([N:26](CC)CC)C.C1(P(N=[N+]=[N-])(C2C=CC=CC=2)=O)C=CC=CC=1.Cl, predict the reaction product. The product is: [CH3:1][O:2][C:3]1[CH:4]=[C:5]([C:9]2([NH2:26])[CH2:14][CH2:13][N:12]([C:15]3[N:20]=[CH:19][CH:18]=[CH:17][N:16]=3)[CH2:11][CH2:10]2)[CH:6]=[CH:7][CH:8]=1. (2) Given the reactants [F:1][C:2]1[CH:7]=[CH:6][C:5]([N:8]2[C:12]3[C:13]4[CH:14]=[CH:15][N:16]=[CH:17][C:18]=4[CH2:19][CH2:20][C:11]=3[CH:10]=[N:9]2)=[CH:4][CH:3]=1.[Br:21]N1C(=O)CCC1=O, predict the reaction product. The product is: [Br:21][C:19]1[CH:20]=[C:11]2[CH:10]=[N:9][N:8]([C:5]3[CH:4]=[CH:3][C:2]([F:1])=[CH:7][CH:6]=3)[C:12]2=[C:13]2[C:18]=1[CH:17]=[N:16][CH:15]=[CH:14]2. (3) Given the reactants Cl[C:2]1[C:3](=[O:16])[NH:4][C:5]2[C:10]([N:11]=1)=[CH:9][C:8]([C:12]([O:14][CH3:15])=[O:13])=[CH:7][CH:6]=2.[CH2:17]([CH:19]1[CH2:24][CH2:23][CH2:22][CH2:21][NH:20]1)[CH3:18].CCN(C(C)C)C(C)C, predict the reaction product. The product is: [CH2:17]([CH:19]1[CH2:24][CH2:23][CH2:22][CH2:21][N:20]1[C:2]1[C:3](=[O:16])[NH:4][C:5]2[C:10]([N:11]=1)=[CH:9][C:8]([C:12]([O:14][CH3:15])=[O:13])=[CH:7][CH:6]=2)[CH3:18].